From a dataset of Forward reaction prediction with 1.9M reactions from USPTO patents (1976-2016). Predict the product of the given reaction. (1) Given the reactants [Cl:1][CH2:2][CH2:3][CH2:4][O:5][C:6]1[CH:21]=[CH:20][C:9]([C:10]([NH:12][C:13]2[CH:14]=[N:15][CH:16]=[CH:17][C:18]=2Cl)=O)=[CH:8][CH:7]=1.COC1C=CC(P2(=S)SP(C3C=CC(OC)=CC=3)(=S)[S:31]2)=CC=1.O, predict the reaction product. The product is: [Cl:1][CH2:2][CH2:3][CH2:4][O:5][C:6]1[CH:21]=[CH:20][C:9]([C:10]2[S:31][C:18]3[CH:17]=[CH:16][N:15]=[CH:14][C:13]=3[N:12]=2)=[CH:8][CH:7]=1. (2) Given the reactants Cl[CH2:2][C:3]1[CH:8]=[CH:7][C:6]([CH2:9][NH:10][C:11](=[O:13])[CH3:12])=[CH:5][CH:4]=1.[CH3:14][O:15][C:16]1[N:21]=[C:20]([N:22]2[CH2:27][CH2:26][NH:25][CH2:24][CH2:23]2)[CH:19]=[C:18]([O:28][CH3:29])[N:17]=1.C(=O)([O-])[O-].[K+].[K+].O, predict the reaction product. The product is: [CH3:14][O:15][C:16]1[N:21]=[C:20]([N:22]2[CH2:27][CH2:26][N:25]([CH2:2][C:3]3[CH:8]=[CH:7][C:6]([CH2:9][NH:10][C:11](=[O:13])[CH3:12])=[CH:5][CH:4]=3)[CH2:24][CH2:23]2)[CH:19]=[C:18]([O:28][CH3:29])[N:17]=1.